Task: Binary Classification. Given a miRNA mature sequence and a target amino acid sequence, predict their likelihood of interaction.. Dataset: Experimentally validated miRNA-target interactions with 360,000+ pairs, plus equal number of negative samples Result: 0 (no interaction). The protein sequence of the target gene is MESRGKSASSPKPDTKVPQVTTEAKVPPAADGKAPLTKPSKKEAPAEKQQPPAAPTTAPAKKTSAKADPALLNNHSNLKPAPTVPSSPDATPEPKGPGDGAEEDEAASGGPGGRGPWSCENFNPLLVAGGVAVAAIALILGVAFLVRKK. The miRNA is mmu-miR-669d-5p with sequence ACUUGUGUGUGCAUGUAUAUGU.